From a dataset of Full USPTO retrosynthesis dataset with 1.9M reactions from patents (1976-2016). Predict the reactants needed to synthesize the given product. (1) Given the product [C:1]([O-:20])(=[O:19])[CH2:2][CH2:3][CH2:4][CH2:5][CH2:6][CH2:7][CH2:8][CH2:9][CH2:10][CH2:11][CH2:12][CH2:13][CH2:14][CH2:15][CH2:16][CH2:17][CH3:18].[Zn+2:22].[C:1]([O-:20])(=[O:19])[CH2:2][CH2:3][CH2:4][CH2:5][CH2:6][CH2:7][CH2:8][CH2:9][CH2:10][CH2:11][CH2:12][CH2:13][CH2:14][CH2:15][CH2:16][CH2:17][CH3:18], predict the reactants needed to synthesize it. The reactants are: [C:1]([OH:20])(=[O:19])[CH2:2][CH2:3][CH2:4][CH2:5][CH2:6][CH2:7][CH2:8][CH2:9][CH2:10][CH2:11][CH2:12][CH2:13][CH2:14][CH2:15][CH2:16][CH2:17][CH3:18].[O-2].[Zn+2:22]. (2) Given the product [CH2:16]([CH:23]1[CH2:28][CH2:27][N:26]([C:12]([C:7]2[NH:8][C:9]3[C:4]([C:5](=[O:15])[CH:6]=2)=[CH:3][C:2]([OH:1])=[CH:11][CH:10]=3)=[O:14])[CH2:25][CH2:24]1)[C:17]1[CH:22]=[CH:21][CH:20]=[CH:19][CH:18]=1, predict the reactants needed to synthesize it. The reactants are: [OH:1][C:2]1[CH:3]=[C:4]2[C:9](=[CH:10][CH:11]=1)[NH:8][C:7]([C:12]([OH:14])=O)=[CH:6][C:5]2=[O:15].[CH2:16]([CH:23]1[CH2:28][CH2:27][NH:26][CH2:25][CH2:24]1)[C:17]1[CH:22]=[CH:21][CH:20]=[CH:19][CH:18]=1.